Dataset: Forward reaction prediction with 1.9M reactions from USPTO patents (1976-2016). Task: Predict the product of the given reaction. (1) Given the reactants Br[C:2]1[S:3][CH:4]=[CH:5][CH:6]=1.[CH2:7]([C:9]1[CH:14]=[CH:13][C:12](B(O)O)=[CH:11][CH:10]=1)[CH3:8], predict the reaction product. The product is: [CH2:7]([C:9]1[CH:14]=[CH:13][C:12]([C:2]2[S:3][CH:4]=[CH:5][CH:6]=2)=[CH:11][CH:10]=1)[CH3:8]. (2) Given the reactants [Br:1][C:2]1[C:7]([CH3:8])=[CH:6][C:5]([CH2:9][CH2:10][C:11]([OH:13])=O)=[C:4]([F:14])[CH:3]=1.O=S(Cl)Cl, predict the reaction product. The product is: [Br:1][C:2]1[C:7]([CH3:8])=[C:6]2[C:5]([CH2:9][CH2:10][C:11]2=[O:13])=[C:4]([F:14])[CH:3]=1. (3) Given the reactants C(OC(=O)[NH:7][C:8]1[CH:13]=[CH:12][CH:11]=[CH:10][C:9]=1[NH:14][C:15](=[O:44])/[CH:16]=[CH:17]/[C:18]1[CH:23]=[CH:22][C:21]([CH:24]([C:31](=[O:43])[NH:32][C:33]2[CH:38]=[CH:37][C:36]([C:39]([CH3:42])([CH3:41])[CH3:40])=[CH:35][CH:34]=2)[NH:25][CH2:26][CH2:27][N:28]([CH3:30])[CH3:29])=[CH:20][CH:19]=1)(C)(C)C.Cl, predict the reaction product. The product is: [NH2:7][C:8]1[CH:13]=[CH:12][CH:11]=[CH:10][C:9]=1[NH:14][C:15](=[O:44])/[CH:16]=[CH:17]/[C:18]1[CH:23]=[CH:22][C:21]([CH:24]([C:31](=[O:43])[NH:32][C:33]2[CH:34]=[CH:35][C:36]([C:39]([CH3:40])([CH3:41])[CH3:42])=[CH:37][CH:38]=2)[NH:25][CH2:26][CH2:27][N:28]([CH3:30])[CH3:29])=[CH:20][CH:19]=1. (4) Given the reactants [CH3:1][O:2][C:3]1[C:4]2[C:8]([CH:9]=[CH:10][CH:11]=1)=[N:7][N:6]1[C:12](=[O:29])[CH:13]=[C:14]([CH:16]3[CH2:21][CH2:20][N:19](C(OC(C)(C)C)=O)[CH2:18][CH2:17]3)[NH:15][C:5]=21.CO.[ClH:32], predict the reaction product. The product is: [ClH:32].[CH3:1][O:2][C:3]1[C:4]2[C:8]([CH:9]=[CH:10][CH:11]=1)=[N:7][N:15]1[C:14]([CH:16]3[CH2:21][CH2:20][NH:19][CH2:18][CH2:17]3)=[CH:13][C:12](=[O:29])[NH:6][C:5]=21.